Dataset: Full USPTO retrosynthesis dataset with 1.9M reactions from patents (1976-2016). Task: Predict the reactants needed to synthesize the given product. (1) The reactants are: Br[C:2]1[CH:7]=[CH:6][C:5]([N:8]2[CH2:13][CH2:12][N:11]([CH3:14])[CH2:10][CH2:9]2)=[C:4]([O:15][CH3:16])[CH:3]=1.[B:17]1([B:17]2[O:21][C:20]([CH3:23])([CH3:22])[C:19]([CH3:25])([CH3:24])[O:18]2)[O:21][C:20]([CH3:23])([CH3:22])[C:19]([CH3:25])([CH3:24])[O:18]1.CC([O-])=O.[K+]. Given the product [CH3:16][O:15][C:4]1[CH:3]=[C:2]([B:17]2[O:21][C:20]([CH3:23])([CH3:22])[C:19]([CH3:25])([CH3:24])[O:18]2)[CH:7]=[CH:6][C:5]=1[N:8]1[CH2:13][CH2:12][N:11]([CH3:14])[CH2:10][CH2:9]1, predict the reactants needed to synthesize it. (2) Given the product [CH3:1][O:2][C:3](=[O:18])[C@@H:4]([O:15][CH2:16][CH3:17])[CH2:5][C:6]1[CH:11]=[CH:10][C:9]([O:12][CH2:28][C:26]2[N:27]=[C:23]([C:19]([CH3:22])([CH3:21])[CH3:20])[O:24][C:25]=2[CH3:30])=[CH:8][C:7]=1[CH2:13][CH3:14], predict the reactants needed to synthesize it. The reactants are: [CH3:1][O:2][C:3](=[O:18])[C@@H:4]([O:15][CH2:16][CH3:17])[CH2:5][C:6]1[CH:11]=[CH:10][C:9]([OH:12])=[CH:8][C:7]=1[CH2:13][CH3:14].[C:19]([C:23]1[O:24][C:25]([CH3:30])=[C:26]([CH2:28]Cl)[N:27]=1)([CH3:22])([CH3:21])[CH3:20].C(=O)([O-])[O-].[Cs+].[Cs+].[I-].[K+]. (3) Given the product [CH3:1][O:2][C:3]([C:5]1([CH2:11][NH:12][C:20]([O:19][C:15]([CH3:18])([CH3:17])[CH3:16])=[O:21])[CH2:7][CH:6]1[CH:8]([CH3:9])[CH3:10])=[O:4], predict the reactants needed to synthesize it. The reactants are: [CH3:1][O:2][C:3]([C:5]1([C:11]#[N:12])[CH2:7][CH:6]1[CH:8]([CH3:10])[CH3:9])=[O:4].[BH4-].[Na+].[C:15]([O:19][C:20](O[C:20]([O:19][C:15]([CH3:18])([CH3:17])[CH3:16])=[O:21])=[O:21])([CH3:18])([CH3:17])[CH3:16]. (4) Given the product [F:1][C:2]1[CH:3]=[C:4]([NH:5][C:16](=[O:17])[CH2:15][C:14](=[O:18])[CH3:13])[CH:6]=[CH:7][C:8]=1[F:9], predict the reactants needed to synthesize it. The reactants are: [F:1][C:2]1[CH:3]=[C:4]([CH:6]=[CH:7][C:8]=1[F:9])[NH2:5].C(#N)C.[CH2:13]=[C:14]1[O:18][C:16](=[O:17])[CH2:15]1. (5) Given the product [CH2:12]([O:16][CH:14]([CH3:15])[CH3:13])[C:1]1[CH:6]=[CH:5][CH:4]=[CH:3][CH:2]=1, predict the reactants needed to synthesize it. The reactants are: [C:1]1([CH3:12])[C:2](S(OC)(=O)=O)=[CH:3][CH:4]=[CH:5][CH:6]=1.[CH3:13][C:14](C)([O-:16])[CH3:15].[K+]. (6) The reactants are: [C:1]([C:3]1[CH:8]=[CH:7][C:6]([S:9]([Cl:12])(=[O:11])=[O:10])=[CH:5][CH:4]=1)#[N:2].[NH:13]1[C:21]2[CH:20]=[CH:19][N:18]=[C:17]([N:22]3[CH2:27][CH2:26][N:25](C(OC(C)(C)C)=O)[CH2:24][CH2:23]3)[C:16]=2[CH:15]=[CH:14]1. Given the product [ClH:12].[N:22]1([C:17]2[C:16]3[CH:15]=[CH:14][N:13]([S:9]([C:6]4[CH:7]=[CH:8][C:3]([C:1]#[N:2])=[CH:4][CH:5]=4)(=[O:11])=[O:10])[C:21]=3[CH:20]=[CH:19][N:18]=2)[CH2:23][CH2:24][NH:25][CH2:26][CH2:27]1, predict the reactants needed to synthesize it.